Task: Predict the reaction yield, written as a fraction of the theoretical maximum amount of product (1.0 means a 100% yield; for example, 0.34 means a 34% yield).. Dataset: Reaction yield outcomes from USPTO patents with 853,638 reactions (1) The yield is 0.750. The catalyst is CN(C=O)C. The product is [Cl:1][C:2]1[CH:3]=[CH:4][C:5]([C@@H:8]2[C@:10]3([C:18]4[C:13](=[CH:14][CH:15]=[CH:16][CH:17]=4)[N:12]([CH2:33][CH:32]([O:35][CH3:36])[O:31][CH3:30])[C:11]3=[O:19])[CH2:9]2)=[CH:6][CH:7]=1. The reactants are [Cl:1][C:2]1[CH:7]=[CH:6][C:5]([C@@H:8]2[C@:10]3([C:18]4[C:13](=[CH:14][CH:15]=[CH:16][CH:17]=4)[NH:12][C:11]3=[O:19])[CH2:9]2)=[CH:4][CH:3]=1.C[Si]([N-][Si](C)(C)C)(C)C.[K+].[CH3:30][O:31][CH:32]([O:35][CH3:36])[CH2:33]Br.O. (2) The reactants are Br[C:2]1[C:3](=[O:32])[N:4]([CH2:24][CH2:25][C:26]2[CH:31]=[CH:30][CH:29]=[CH:28][CH:27]=2)[C:5]([C:9]2[CH:14]=[CH:13][CH:12]=[C:11]([F:15])[C:10]=2[O:16]CC2C=CC=CC=2)=[N:6][C:7]=1[CH3:8].[F-].[Cs+].C([Sn](CCCC)(CCCC)[C:40]1[S:41][CH:42]=[CH:43][CH:44]=1)CCC. The catalyst is O1CCOCC1. The product is [F:15][C:11]1[C:10]([OH:16])=[C:9]([C:5]2[N:4]([CH2:24][CH2:25][C:26]3[CH:31]=[CH:30][CH:29]=[CH:28][CH:27]=3)[C:3](=[O:32])[C:2]([C:40]3[S:41][CH:42]=[CH:43][CH:44]=3)=[C:7]([CH3:8])[N:6]=2)[CH:14]=[CH:13][CH:12]=1. The yield is 0.810. (3) The yield is 0.800. The product is [F:1][C:2]1[CH:7]=[CH:6][C:5]([N:8]2[CH2:26][CH2:27][C:28]3[C:33](=[CH:32][CH:31]=[C:30]([O:34][CH3:35])[CH:29]=3)[CH:9]2[CH2:10][C:11]2[CH:16]=[CH:15][C:14]([O:17][CH2:18][C:19]3[CH:24]=[CH:23][CH:22]=[CH:21][CH:20]=3)=[CH:13][CH:12]=2)=[CH:4][CH:3]=1. The reactants are [F:1][C:2]1[CH:7]=[CH:6][C:5]([N:8]([CH2:26][CH2:27][C:28]2[CH:33]=[CH:32][CH:31]=[C:30]([O:34][CH3:35])[CH:29]=2)[C:9](=O)[CH2:10][C:11]2[CH:16]=[CH:15][C:14]([O:17][CH2:18][C:19]3[CH:24]=[CH:23][CH:22]=[CH:21][CH:20]=3)=[CH:13][CH:12]=2)=[CH:4][CH:3]=1.C(OCC)(=O)C. The catalyst is P(Cl)(Cl)(Cl)=O. (4) The reactants are [Br:1][C:2]1[CH:7]=[C:6]([N+:8]([O-])=O)[CH:5]=[CH:4][C:3]=1[CH2:11][CH3:12]. The catalyst is CO.[Ni]. The product is [Br:1][C:2]1[CH:7]=[C:6]([CH:5]=[CH:4][C:3]=1[CH2:11][CH3:12])[NH2:8]. The yield is 0.480.